The task is: Predict the reactants needed to synthesize the given product.. This data is from Full USPTO retrosynthesis dataset with 1.9M reactions from patents (1976-2016). (1) The reactants are: [C:9](O[C:9]([O:11][C:12]([CH3:15])([CH3:14])[CH3:13])=[O:10])([O:11][C:12]([CH3:15])([CH3:14])[CH3:13])=[O:10].Cl.[NH:17]1[CH2:21][CH2:20][C@@H:19]([OH:22])[CH2:18]1.C(N(CC)CC)C. Given the product [C:9]([N:17]1[CH2:21][CH2:20][C@@H:19]([OH:22])[CH2:18]1)([O:11][C:12]([CH3:13])([CH3:14])[CH3:15])=[O:10], predict the reactants needed to synthesize it. (2) Given the product [C:60]([C:64]1[CH:65]=[CH:66][C:67]([C:68]([NH:34][C:35]2[CH:36]=[CH:37][C:38]([C:41]3[CH:49]=[C:48]4[C:44]([CH2:45][N:46]([C:51]5([C:56]([O:58][CH3:59])=[O:57])[CH2:55][CH2:54][CH2:53][CH2:52]5)[C:47]4=[O:50])=[CH:43][CH:42]=3)=[CH:39][CH:40]=2)=[O:69])=[CH:71][CH:72]=1)([CH3:63])([CH3:61])[CH3:62], predict the reactants needed to synthesize it. The reactants are: C(NC1C=CC(C2C=C3C(CN([C@@H](C(C)C)C(OC)=O)C3=O)=CC=2)=CC=1)(=O)C1C=CC=CC=1.[NH2:34][C:35]1[CH:40]=[CH:39][C:38]([C:41]2[CH:49]=[C:48]3[C:44]([CH2:45][N:46]([C:51]4([C:56]([O:58][CH3:59])=[O:57])[CH2:55][CH2:54][CH2:53][CH2:52]4)[C:47]3=[O:50])=[CH:43][CH:42]=2)=[CH:37][CH:36]=1.[C:60]([C:64]1[CH:72]=[CH:71][C:67]([C:68](Cl)=[O:69])=[CH:66][CH:65]=1)([CH3:63])([CH3:62])[CH3:61]. (3) Given the product [ClH:1].[ClH:1].[N:2]12[CH2:7][CH2:6][CH:5]([CH2:8][CH2:9]1)[C@H:4]([NH:10][C:11]([C:13]1[S:14][C:15]3[CH:21]=[CH:20][C:19]([NH2:22])=[CH:18][C:16]=3[CH:17]=1)=[O:12])[CH2:3]2, predict the reactants needed to synthesize it. The reactants are: [ClH:1].[N:2]12[CH2:9][CH2:8][CH:5]([CH2:6][CH2:7]1)[C@H:4]([NH:10][C:11]([C:13]1[S:14][C:15]3[CH:21]=[CH:20][C:19]([N+:22]([O-])=O)=[CH:18][C:16]=3[CH:17]=1)=[O:12])[CH2:3]2.C(O)(=O)C. (4) Given the product [CH2:1]([O:3][C:4]([C:6]1[NH:7][N:8]=[C:9]([C:11]2[S:12][CH:13]=[CH:14][CH:15]=2)[C:10]=1[I:16])=[O:5])[CH3:2], predict the reactants needed to synthesize it. The reactants are: [CH2:1]([O:3][C:4]([C:6]1[NH:7][N:8]=[C:9]([C:11]2[S:12][CH:13]=[CH:14][CH:15]=2)[CH:10]=1)=[O:5])[CH3:2].[I:16]N1C(=O)CCC1=O. (5) Given the product [Cl:54][C:43]1[CH:42]=[C:47]([S:48]([OH:51])(=[O:49])=[O:50])[C:46]([OH:52])=[C:45]([NH:53][C:5](=[O:7])[CH2:4][CH2:3][C@@H:2]([C:8]([OH:10])=[O:9])[NH2:1])[CH:44]=1, predict the reactants needed to synthesize it. The reactants are: [NH:1](C(OC(C)(C)C)=O)[C@H:2]([C:8]([O:10]C(C)(C)C)=[O:9])[CH2:3][CH2:4][C:5](=[O:7])O.C1C=C2N=NN(O)C2=CC=1.O.C(N=C=NC(C)C)(C)C.[CH:42]1[C:47]([S:48]([OH:51])(=[O:50])=[O:49])=[C:46]([OH:52])[C:45]([NH2:53])=[CH:44][C:43]=1[Cl:54]. (6) Given the product [Cl:1][C:2]1[N:7]=[C:6]([NH:8][C:9]2[N:14]=[CH:13][C:12]3[C:15]([C:21]4[CH:22]=[N:23][N:24]([CH2:26][C:27]([OH:29])=[O:28])[CH:25]=4)=[CH:16][N:17]([CH:18]([CH3:20])[CH3:19])[C:11]=3[CH:10]=2)[CH:5]=[CH:4][N:3]=1, predict the reactants needed to synthesize it. The reactants are: [Cl:1][C:2]1[N:7]=[C:6]([NH:8][C:9]2[N:14]=[CH:13][C:12]3[C:15]([C:21]4[CH:22]=[N:23][N:24]([CH2:26][C:27]([O:29]CC)=[O:28])[CH:25]=4)=[CH:16][N:17]([CH:18]([CH3:20])[CH3:19])[C:11]=3[CH:10]=2)[CH:5]=[CH:4][N:3]=1.[OH-].[Li+].O.C(O)C. (7) Given the product [Br:8][C:5]1[CH:6]=[CH:7][C:2]([NH:1][CH2:19][C:18]2[CH:17]=[N:16][C:15]([CH3:21])=[C:14]3[O:22][C:10]([CH3:23])([CH3:9])[O:11][CH2:12][C:13]=23)=[N:3][CH:4]=1, predict the reactants needed to synthesize it. The reactants are: [NH2:1][C:2]1[CH:7]=[CH:6][C:5]([Br:8])=[CH:4][N:3]=1.[CH3:9][C:10]1([CH3:23])[O:22][C:14]2[C:15]([CH3:21])=[N:16][CH:17]=[C:18]([CH:19]=O)[C:13]=2[CH2:12][O:11]1. (8) Given the product [CH2:13]([C:17]1[N:18]=[C:19]([CH3:45])[N:20]([CH2:39][C:40]([O:42][CH2:43][CH3:44])=[O:41])[C:21](=[O:38])[C:22]=1[CH2:23][C:24]1[CH:29]=[CH:28][C:27]([C:30]2[CH:35]=[CH:34][CH:33]=[CH:32][C:31]=2[C:36]2[NH:3][C:4](=[O:7])[O:6][N:37]=2)=[CH:26][CH:25]=1)[CH2:14][CH2:15][CH3:16], predict the reactants needed to synthesize it. The reactants are: [Cl-].O[NH3+:3].[C:4](=[O:7])([O-:6])O.[Na+].CS(C)=O.[CH2:13]([C:17]1[N:18]=[C:19]([CH3:45])[N:20]([CH2:39][C:40]([O:42][CH2:43][CH3:44])=[O:41])[C:21](=[O:38])[C:22]=1[CH2:23][C:24]1[CH:29]=[CH:28][C:27]([C:30]2[CH:35]=[CH:34][CH:33]=[CH:32][C:31]=2[C:36]#[N:37])=[CH:26][CH:25]=1)[CH2:14][CH2:15][CH3:16]. (9) The reactants are: [ClH:1].[F:2][C:3]1[CH:4]=[C:5]([C:10]2[C:18]3[C:13](=[CH:14][C:15]([O:19][CH2:20][CH2:21][CH2:22][N:23]4[CH2:28][CH2:27][N:26]([S:29]([CH3:32])(=[O:31])=[O:30])[CH2:25][CH2:24]4)=[CH:16][CH:17]=3)[C:12](=[O:33])[C:11]=2C2C=NC3C(C=2)=CC=CC=3)[CH:6]=[C:7]([F:9])[CH:8]=1.O1CCN(CCO[C:53]2[CH:61]=[C:60]3[C:56]([C:57](C4C=CC=CC=4)=C(Br)C3=O)=[CH:55][CH:54]=2)CC1.B(O)(O)C1C=CC(C)=CC=1. Given the product [ClH:1].[F:2][C:3]1[CH:4]=[C:5]([C:10]2[C:18]3[C:13](=[CH:14][C:15]([O:19][CH2:20][CH2:21][CH2:22][N:23]4[CH2:24][CH2:25][N:26]([S:29]([CH3:32])(=[O:31])=[O:30])[CH2:27][CH2:28]4)=[CH:16][CH:17]=3)[C:12](=[O:33])[C:11]=2[C:53]2[CH:61]=[CH:60][C:56]([CH3:57])=[CH:55][CH:54]=2)[CH:6]=[C:7]([F:9])[CH:8]=1, predict the reactants needed to synthesize it.